Task: Regression/Classification. Given a drug SMILES string, predict its absorption, distribution, metabolism, or excretion properties. Task type varies by dataset: regression for continuous measurements (e.g., permeability, clearance, half-life) or binary classification for categorical outcomes (e.g., BBB penetration, CYP inhibition). Dataset: cyp2c19_veith.. Dataset: CYP2C19 inhibition data for predicting drug metabolism from PubChem BioAssay The drug is Brc1ccc(/C=C/C=N/Nc2nc3ccccc3s2)cc1. The result is 1 (inhibitor).